This data is from Forward reaction prediction with 1.9M reactions from USPTO patents (1976-2016). The task is: Predict the product of the given reaction. (1) Given the reactants [NH2:1][C:2]1[CH:3]=[CH:4][C:5]([C:27]([F:30])([F:29])[F:28])=[C:6]([NH:8][C:9]2[N:14]=[C:13]([NH:15][C:16]3[CH:25]=[CH:24][CH:23]=[CH:22][C:17]=3[C:18]([NH:20][CH3:21])=[O:19])[C:12]([Cl:26])=[CH:11][N:10]=2)[CH:7]=1.CCN(C(C)C)C(C)C.[C:40](Cl)(=[O:43])[CH:41]=[CH2:42], predict the reaction product. The product is: [C:40]([NH:1][C:2]1[CH:3]=[CH:4][C:5]([C:27]([F:29])([F:30])[F:28])=[C:6]([NH:8][C:9]2[N:14]=[C:13]([NH:15][C:16]3[CH:25]=[CH:24][CH:23]=[CH:22][C:17]=3[C:18]([NH:20][CH3:21])=[O:19])[C:12]([Cl:26])=[CH:11][N:10]=2)[CH:7]=1)(=[O:43])[CH:41]=[CH2:42]. (2) Given the reactants [CH:1]1([CH2:4][C:5]2[S:6][C:7]3[N:8]=[CH:9][N:10]=[C:11](O)[C:12]=3[N:13]=2)[CH2:3][CH2:2]1.P(Cl)(Cl)([Cl:17])=O, predict the reaction product. The product is: [Cl:17][C:11]1[C:12]2[N:13]=[C:5]([CH2:4][CH:1]3[CH2:3][CH2:2]3)[S:6][C:7]=2[N:8]=[CH:9][N:10]=1. (3) Given the reactants [C:1]([NH:9][C:10]1[S:11][CH2:12][C@@H:13]2[CH2:19][C@H:18]([C:20]([NH:22][CH2:23][CH:24](OC)[O:25]C)=[O:21])[O:17][CH2:16][C@:14]2([C:29]2[CH:34]=[CH:33][C:32]([F:35])=[CH:31][C:30]=2[F:36])[N:15]=1)(=[O:8])[C:2]1[CH:7]=[CH:6][CH:5]=[CH:4][CH:3]=1.Cl.N[CH2:39]C(=O)C.C(N(CC)C(C)C)(C)C, predict the reaction product. The product is: [C:1]([NH:9][C:10]1[S:11][CH2:12][C@@H:13]2[CH2:19][C@H:18]([C:20]([NH:22][CH2:23][C:24](=[O:25])[CH3:39])=[O:21])[O:17][CH2:16][C@:14]2([C:29]2[CH:34]=[CH:33][C:32]([F:35])=[CH:31][C:30]=2[F:36])[N:15]=1)(=[O:8])[C:2]1[CH:7]=[CH:6][CH:5]=[CH:4][CH:3]=1. (4) Given the reactants [NH2:1][C:2]1[CH:3]=[N:4][CH:5]=[CH:6][C:7]=1[CH2:8][O:9][C:10]1[C:19]2[C:14](=[CH:15][CH:16]=[CH:17][CH:18]=2)[C:13]([NH:20][C:21]([NH:23][C:24]2[N:28]([C:29]3[CH:34]=[CH:33][C:32]([CH3:35])=[CH:31][CH:30]=3)[N:27]=[C:26]([C:36]([CH3:39])([CH3:38])[CH3:37])[CH:25]=2)=[O:22])=[CH:12][CH:11]=1.CCN(C(C)C)C(C)C.[CH3:49][O:50][CH2:51][CH2:52][O:53][CH2:54][C:55](Cl)=[O:56], predict the reaction product. The product is: [C:36]([C:26]1[CH:25]=[C:24]([NH:23][C:21](=[O:22])[NH:20][C:13]2[C:14]3[C:19](=[CH:18][CH:17]=[CH:16][CH:15]=3)[C:10]([O:9][CH2:8][C:7]3[CH:6]=[CH:5][N:4]=[CH:3][C:2]=3[NH:1][C:55](=[O:56])[CH2:54][O:53][CH2:52][CH2:51][O:50][CH3:49])=[CH:11][CH:12]=2)[N:28]([C:29]2[CH:30]=[CH:31][C:32]([CH3:35])=[CH:33][CH:34]=2)[N:27]=1)([CH3:39])([CH3:38])[CH3:37]. (5) Given the reactants C1(C)C=CC(S(O)(=O)=O)=CC=1.C1(C)C=CC(S(O)(=O)=O)=CC=1.[OH:23][CH2:24][CH:25]([CH2:27][OH:28])[OH:26].[C:29]([OH:41])(=[O:40])[CH2:30][C:31]([CH2:36][C:37]([OH:39])=[O:38])([C:33]([OH:35])=[O:34])[OH:32], predict the reaction product. The product is: [OH:23][CH2:24][CH:25]([CH2:27][OH:28])[OH:26].[C:29]([O-:41])(=[O:40])[CH2:30][C:31]([CH2:36][C:37]([O-:39])=[O:38])([C:33]([O-:35])=[O:34])[OH:32]. (6) Given the reactants [NH2:1][C:2]1[CH:7]=[CH:6][CH:5]=[CH:4][CH:3]=1.C(=O)(O[CH2:12][CH:13]=[CH:14][C:15]1[CH:20]=[CH:19][CH:18]=[CH:17][CH:16]=1)OC, predict the reaction product. The product is: [C:15]1([CH:14]([C:2]2([NH2:1])[CH:7]=[CH:6][CH:5]=[CH:4][CH2:3]2)[CH:13]=[CH2:12])[CH:20]=[CH:19][CH:18]=[CH:17][CH:16]=1.